From a dataset of Catalyst prediction with 721,799 reactions and 888 catalyst types from USPTO. Predict which catalyst facilitates the given reaction. (1) Reactant: B(Br)(Br)Br.[Br:5][C:6]1[CH:11]=[CH:10][CH:9]=[C:8]([O:12]C)[C:7]=1[NH2:14]. Product: [NH2:14][C:7]1[C:6]([Br:5])=[CH:11][CH:10]=[CH:9][C:8]=1[OH:12]. The catalyst class is: 2. (2) The catalyst class is: 13. Product: [ClH:70].[C:1]([O:4][CH2:5][CH2:6][O:7][C:8]1[C:9]([F:56])=[C:10]([C@@H:16]([NH:39][C:40]2[CH:41]=[CH:42][C:43]([C:46]([NH2:55])=[N:47][C:48]([O:50][CH2:51][C:52]([CH3:54])=[CH2:53])=[O:49])=[CH:44][CH:45]=2)[C:17]2[N:18]=[C:19]([O:28][CH2:29][O:30][C:31](=[O:38])[C:32]([CH3:37])([CH3:36])[CH2:33][O:34][CH3:35])[N:20]([C:22]3[N:27]=[CH:26][CH:25]=[CH:24][N:23]=3)[N:21]=2)[CH:11]=[C:12]([O:14][CH3:15])[CH:13]=1)(=[O:3])[CH3:2]. Reactant: [C:1]([O:4][CH2:5][CH2:6][O:7][C:8]1[C:9]([F:56])=[C:10]([C@@H:16]([NH:39][C:40]2[CH:45]=[CH:44][C:43]([C:46]([NH2:55])=[N:47][C:48]([O:50][CH2:51][C:52]([CH3:54])=[CH2:53])=[O:49])=[CH:42][CH:41]=2)[C:17]2[N:18]=[C:19]([O:28][CH2:29][O:30][C:31](=[O:38])[C:32]([CH3:37])([CH3:36])[CH2:33][O:34][CH3:35])[N:20]([C:22]3[N:27]=[CH:26][CH:25]=[CH:24][N:23]=3)[N:21]=2)[CH:11]=[C:12]([O:14][CH3:15])[CH:13]=1)(=[O:3])[CH3:2].C1(C)C=CC=CC=1.C(OCC)(=O)C.[ClH:70]. (3) Reactant: C([C:3]1[N:8]=[C:7]([CH:9](OCC)OCC)[N:6]=[C:5]([C:16]([F:19])([F:18])[F:17])[C:4]=1[N:20]1[CH:24]=[N:23][CH:22]=[N:21]1)C.C(OC(OCC)C1N=C(C(F)(F)F)C(N2C=NC=N2)=CN=1)C.Cl.[NH2:48][OH:49]. Product: [N:20]1([C:4]2[C:5]([C:16]([F:17])([F:18])[F:19])=[N:6][C:7]([CH:9]=[N:48][OH:49])=[N:8][CH:3]=2)[CH:24]=[N:23][CH:22]=[N:21]1. The catalyst class is: 502. (4) Reactant: [NH:1]1[CH2:6][CH2:5][NH:4][CH2:3][CH2:2]1.Cl[CH2:8][C:9]1[N:18]([C:19]2[CH:24]=[CH:23][CH:22]=[CH:21][C:20]=2[O:25][CH:26]([CH3:28])[CH3:27])[C:17](=[O:29])[C:16]2[C:11](=[CH:12][CH:13]=[CH:14][CH:15]=2)[N:10]=1. Product: [CH:26]([O:25][C:20]1[CH:21]=[CH:22][CH:23]=[CH:24][C:19]=1[N:18]1[C:17](=[O:29])[C:16]2[C:11](=[CH:12][CH:13]=[CH:14][CH:15]=2)[N:10]=[C:9]1[CH2:8][N:1]1[CH2:6][CH2:5][NH:4][CH2:3][CH2:2]1)([CH3:28])[CH3:27]. The catalyst class is: 1.